The task is: Predict the product of the given reaction.. This data is from Forward reaction prediction with 1.9M reactions from USPTO patents (1976-2016). (1) Given the reactants [C:1]([C:3]1[CH:4]=[CH:5][C:6]([C:9]2[N:13]([C:14]3[N:15]=[N:16][C:17]([O:20][CH3:21])=[CH:18][CH:19]=3)[N:12]=[C:11]([C:22]([O:24]C)=[O:23])[CH:10]=2)=[N:7][CH:8]=1)#[N:2].O.[OH-].[Li+], predict the reaction product. The product is: [C:1]([C:3]1[CH:4]=[CH:5][C:6]([C:9]2[N:13]([C:14]3[N:15]=[N:16][C:17]([O:20][CH3:21])=[CH:18][CH:19]=3)[N:12]=[C:11]([C:22]([OH:24])=[O:23])[CH:10]=2)=[N:7][CH:8]=1)#[N:2]. (2) Given the reactants [N:1]1[CH:6]=[CH:5][CH:4]=[CH:3][C:2]=1[S:7][S:8][CH2:9][CH2:10][CH2:11][OH:12].Cl.C[N:15](C)[CH2:16][CH2:17]CN=C=N, predict the reaction product. The product is: [N:1]1[CH:6]=[CH:5][CH:4]=[CH:3][C:2]=1[S:7][S:8][CH2:9][CH2:10][CH2:11][OH:12].[N:1]1[CH:6]=[CH:5][CH:4]=[CH:3][C:2]=1[S:7][S:8][C:9]1[CH:10]=[CH:11][CH:17]=[CH:16][N:15]=1. (3) Given the reactants [Cl:1][C:2]1[CH:3]=[CH:4][C:5]2[N:11]3[CH:12]=[CH:13][CH:14]=[C:10]3[CH:9]([C:15]([CH3:20])([CH3:19])[C:16](O)=[O:17])[O:8][CH:7]([C:21]3[CH:26]=[CH:25][CH:24]=[C:23]([O:27][CH3:28])[C:22]=3[O:29][CH3:30])[C:6]=2[CH:31]=1.[NH:32]1[CH2:37][CH2:36][CH:35]([CH2:38][C:39]([O:41][CH2:42][CH3:43])=[O:40])[CH2:34][CH2:33]1, predict the reaction product. The product is: [Cl:1][C:2]1[CH:3]=[CH:4][C:5]2[N:11]3[CH:12]=[CH:13][CH:14]=[C:10]3[CH:9]([C:15]([CH3:19])([CH3:20])[C:16]([N:32]3[CH2:37][CH2:36][CH:35]([CH2:38][C:39]([O:41][CH2:42][CH3:43])=[O:40])[CH2:34][CH2:33]3)=[O:17])[O:8][CH:7]([C:21]3[CH:26]=[CH:25][CH:24]=[C:23]([O:27][CH3:28])[C:22]=3[O:29][CH3:30])[C:6]=2[CH:31]=1. (4) Given the reactants [Cl:1][C:2]1[CH:21]=[CH:20][C:19](I)=[CH:18][C:3]=1[C:4]([NH:6][CH2:7][C:8]12[CH2:17][CH:12]3[CH2:13][CH:14]([CH2:16][CH:10]([CH2:11]3)[CH2:9]1)[CH2:15]2)=[O:5].[C:23](O)([C:25](F)(F)F)=[O:24].[CH3:30]C#N, predict the reaction product. The product is: [Cl:1][C:2]1[CH:21]=[CH:20][C:19]([CH2:30][CH2:25][CH:23]=[O:24])=[CH:18][C:3]=1[C:4]([NH:6][CH2:7][C:8]12[CH2:17][CH:12]3[CH2:13][CH:14]([CH2:16][CH:10]([CH2:11]3)[CH2:9]1)[CH2:15]2)=[O:5]. (5) Given the reactants [O-]CC.[Na+].[C:5]1([CH2:11][CH2:12][C:13]#[N:14])[CH:10]=[CH:9][CH:8]=[CH:7][CH:6]=1.[C:15](OCC)(=O)[C:16]([O:18][CH2:19][CH3:20])=[O:17].Cl.O.[NH2:27][NH2:28], predict the reaction product. The product is: [NH2:14][C:13]1[NH:28][N:27]=[C:15]([C:16]([O:18][CH2:19][CH3:20])=[O:17])[C:12]=1[CH2:11][C:5]1[CH:10]=[CH:9][CH:8]=[CH:7][CH:6]=1. (6) The product is: [NH2:25][C:24]([C:21]1[CH:20]=[N:19][C:18]([O:17][CH3:16])=[CH:23][CH:22]=1)=[CH:2][C:1]#[N:4]. Given the reactants [CH:1]([NH:4]C(C)C)(C)[CH3:2].C([Li])CCC.C(#N)C.[CH3:16][O:17][C:18]1[CH:23]=[CH:22][C:21]([C:24]#[N:25])=[CH:20][N:19]=1, predict the reaction product. (7) Given the reactants [CH3:1][S:2](Cl)(=[O:4])=[O:3].[OH:6][CH2:7][C:8]1[O:12][N:11]=[C:10]([C:13]([O:15][CH2:16][CH3:17])=[O:14])[CH:9]=1.C(N(CC)CC)C, predict the reaction product. The product is: [CH3:1][S:2]([O:6][CH2:7][C:8]1[O:12][N:11]=[C:10]([C:13]([O:15][CH2:16][CH3:17])=[O:14])[CH:9]=1)(=[O:4])=[O:3]. (8) Given the reactants C(O[C:6](=O)[N:7]([CH2:9][CH2:10][O:11][C:12]1[C:20]2[N:19]([CH3:21])[C:18](=[O:22])[N:17]([CH2:23][C:24]3[CH:29]=[CH:28][CH:27]=[CH:26][CH:25]=3)[C:16]=2[CH:15]=[CH:14][CH:13]=1)C)(C)(C)C.[ClH:31], predict the reaction product. The product is: [ClH:31].[CH2:23]([N:17]1[C:16]2[CH:15]=[CH:14][CH:13]=[C:12]([O:11][CH2:10][CH2:9][NH:7][CH3:6])[C:20]=2[N:19]([CH3:21])[C:18]1=[O:22])[C:24]1[CH:25]=[CH:26][CH:27]=[CH:28][CH:29]=1. (9) Given the reactants C(O[C:4]([C:6]1[C:7]([N:19]([CH2:21][CH3:22])[CH3:20])=[N:8][C:9]([N:13]2[CH2:18][CH2:17][O:16][CH2:15][CH2:14]2)=[CH:10][C:11]=1[CH3:12])=[O:5])C.[F:23][C:24]1[CH:31]=[CH:30][C:27]([CH2:28][NH2:29])=[CH:26][CH:25]=1.[OH-].[Na+].CCOC(C)=O, predict the reaction product. The product is: [CH2:21]([N:19]([CH3:20])[C:7]1[C:6]([C:4]([NH:29][CH2:28][C:27]2[CH:30]=[CH:31][C:24]([F:23])=[CH:25][CH:26]=2)=[O:5])=[C:11]([CH3:12])[CH:10]=[C:9]([N:13]2[CH2:14][CH2:15][O:16][CH2:17][CH2:18]2)[N:8]=1)[CH3:22]. (10) Given the reactants Br[C:2]1[CH:3]=[N:4][CH:5]=[CH:6][CH:7]=1.[CH3:8][C@H:9]([OH:13])[CH2:10][CH:11]=[CH2:12].C1(C)C=CC=CC=1P(C1C=CC=CC=1C)C1C=CC=CC=1C.C(N(CC)CC)C, predict the reaction product. The product is: [N:4]1[CH:5]=[CH:6][CH:7]=[C:2](/[CH:12]=[CH:11]/[CH2:10][C@@H:9]([OH:13])[CH3:8])[CH:3]=1.